The task is: Predict the product of the given reaction.. This data is from Forward reaction prediction with 1.9M reactions from USPTO patents (1976-2016). Given the reactants [C:1]([O:5][C:6]([N:8]1[CH2:13][CH2:12][CH:11]([NH:14][C:15]2[CH:20]=[CH:19][C:18]([S:21]([C:24]3[CH:29]=[CH:28][CH:27]=[CH:26][CH:25]=3)(=[O:23])=[O:22])=[CH:17][C:16]=2[O:30][CH2:31][CH2:32]Cl)[CH2:10][CH2:9]1)=[O:7])([CH3:4])([CH3:3])[CH3:2].[I-].[Na+].[H-].[Na+].O, predict the reaction product. The product is: [C:1]([O:5][C:6]([N:8]1[CH2:13][CH2:12][CH:11]([N:14]2[C:15]3[CH:20]=[CH:19][C:18]([S:21]([C:24]4[CH:29]=[CH:28][CH:27]=[CH:26][CH:25]=4)(=[O:23])=[O:22])=[CH:17][C:16]=3[O:30][CH2:31][CH2:32]2)[CH2:10][CH2:9]1)=[O:7])([CH3:4])([CH3:3])[CH3:2].